The task is: Regression/Classification. Given a drug SMILES string, predict its absorption, distribution, metabolism, or excretion properties. Task type varies by dataset: regression for continuous measurements (e.g., permeability, clearance, half-life) or binary classification for categorical outcomes (e.g., BBB penetration, CYP inhibition). Dataset: cyp3a4_veith.. This data is from CYP3A4 inhibition data for predicting drug metabolism from PubChem BioAssay. (1) The drug is COc1ccc(C(=O)N/C(=C/c2cccs2)C(=O)NCCCn2ccnc2)cc1OC. The result is 1 (inhibitor). (2) The compound is FC(F)(F)c1ccccc1-c1cncnc1NCc1ccccc1. The result is 1 (inhibitor). (3) The drug is CC1(C)OC(=O)C(=CNCC(O)c2ccccc2)C(=O)O1. The result is 0 (non-inhibitor). (4) The compound is Clc1cccc(Nc2ncnc3ccc(Br)cc23)c1. The result is 1 (inhibitor). (5) The compound is Cc1nc(N2CCN(c3ccccc3)CC2)[nH]c(=O)c1Cc1cccc2ccccc12. The result is 0 (non-inhibitor).